Dataset: Catalyst prediction with 721,799 reactions and 888 catalyst types from USPTO. Task: Predict which catalyst facilitates the given reaction. (1) Product: [CH2:7]1[C:13]2[CH:14]=[CH:15][CH:16]=[CH:17][C:12]=2[CH2:11][CH2:10][CH2:9][NH:8]1. Reactant: [H-].[Al+3].[Li+].[H-].[H-].[H-].[C:7]1(=O)[C:13]2[CH:14]=[CH:15][CH:16]=[CH:17][C:12]=2[CH2:11][CH2:10][CH2:9][NH:8]1.[OH-].[K+]. The catalyst class is: 1. (2) Reactant: [CH3:1][N:2](C(ON1N=NC2C=CC=NC1=2)=[N+](C)C)[CH3:3].F[P-](F)(F)(F)(F)F.[Cl:25][C:26]1[C:27]([C:47]2[N:51]3[CH:52]=[CH:53][CH:54]=[C:55]([F:56])[C:50]3=[N:49][CH:48]=2)=[N:28][C:29]([NH:32][C:33]2[CH:38]=[CH:37][C:36]([N:39]([CH3:44])[CH2:40][C:41]([O-:43])=O)=[CH:35][C:34]=2[O:45][CH3:46])=[N:30][CH:31]=1.[Na+].Cl.CNC.C(N(C(C)C)C(C)C)C. Product: [Cl:25][C:26]1[C:27]([C:47]2[N:51]3[CH:52]=[CH:53][CH:54]=[C:55]([F:56])[C:50]3=[N:49][CH:48]=2)=[N:28][C:29]([NH:32][C:33]2[CH:38]=[CH:37][C:36]([N:39]([CH3:44])[CH2:40][C:41]([N:2]([CH3:3])[CH3:1])=[O:43])=[CH:35][C:34]=2[O:45][CH3:46])=[N:30][CH:31]=1. The catalyst class is: 3. (3) Reactant: [N:1]1([C:7]([O:9][C:10]([CH3:13])([CH3:12])[CH3:11])=[O:8])[CH2:6][CH2:5][NH:4][CH2:3][CH2:2]1.C(N(C(C)C)CC)(C)C.Cl[C:24]1[CH:29]=[CH:28][C:27]2=[N:30][N:31]=[C:32]([C:33]([F:36])([F:35])[F:34])[N:26]2[N:25]=1. Product: [F:35][C:33]([F:34])([F:36])[C:32]1[N:26]2[N:25]=[C:24]([N:4]3[CH2:5][CH2:6][N:1]([C:7]([O:9][C:10]([CH3:13])([CH3:12])[CH3:11])=[O:8])[CH2:2][CH2:3]3)[CH:29]=[CH:28][C:27]2=[N:30][N:31]=1. The catalyst class is: 8. (4) Reactant: [C:9](O[C:9]([O:11][C:12]([CH3:15])([CH3:14])[CH3:13])=[O:10])([O:11][C:12]([CH3:15])([CH3:14])[CH3:13])=[O:10].[NH2:16][CH2:17][CH2:18][CH:19]([CH:21]1[CH2:26][CH2:25][CH:24]([NH2:27])[CH2:23][CH2:22]1)[OH:20]. Product: [C:12]([O:11][C:9](=[O:10])[NH:16][CH2:17][CH2:18][CH:19]([CH:21]1[CH2:22][CH2:23][CH:24]([NH2:27])[CH2:25][CH2:26]1)[OH:20])([CH3:13])([CH3:14])[CH3:15]. The catalyst class is: 2. (5) Reactant: [C:1]([O:5][C:6]([NH:8][C@H:9]1[CH2:14][CH2:13][C@H:12]([N:15]([CH2:34][CH3:35])[C:16]2[C:17]([CH3:33])=[C:18]([CH:23]=[C:24]([C:26]3[CH:27]=[N:28][C:29]([OH:32])=[CH:30][CH:31]=3)[CH:25]=2)[C:19]([O:21][CH3:22])=[O:20])[CH2:11][CH2:10]1)=[O:7])([CH3:4])([CH3:3])[CH3:2].Br[CH2:37][CH2:38][O:39][Si:40]([C:43]([CH3:46])([CH3:45])[CH3:44])([CH3:42])[CH3:41].CC(C)([O-])C.[K+].O. Product: [C:1]([O:5][C:6]([NH:8][C@H:9]1[CH2:10][CH2:11][C@H:12]([N:15]([CH2:34][CH3:35])[C:16]2[C:17]([CH3:33])=[C:18]([CH:23]=[C:24]([C:26]3[CH:27]=[N:28][C:29]([O:32][CH2:37][CH2:38][O:39][Si:40]([C:43]([CH3:46])([CH3:45])[CH3:44])([CH3:42])[CH3:41])=[CH:30][CH:31]=3)[CH:25]=2)[C:19]([O:21][CH3:22])=[O:20])[CH2:13][CH2:14]1)=[O:7])([CH3:3])([CH3:2])[CH3:4]. The catalyst class is: 3. (6) Reactant: [CH2:1]([O:3][C:4]([C:6]1[CH:7]=[C:8]2[C:13](=[CH:14][CH:15]=1)[NH:12][CH:11]([C:16]1[CH:21]=[CH:20][CH:19]=[C:18](Br)[CH:17]=1)[C:10]([CH3:24])([CH3:23])[CH2:9]2)=[O:5])[CH3:2].[CH3:25][N:26]1[CH2:31][CH2:30][NH:29][CH2:28][CH2:27]1.Cl.CN(C)CC(O)=O.C(=O)([O-])[O-].[K+].[K+]. Product: [CH2:1]([O:3][C:4]([C:6]1[CH:7]=[C:8]2[C:13](=[CH:14][CH:15]=1)[NH:12][CH:11]([C:16]1[CH:21]=[CH:20][CH:19]=[C:18]([N:29]3[CH2:30][CH2:31][N:26]([CH3:25])[CH2:27][CH2:28]3)[CH:17]=1)[C:10]([CH3:24])([CH3:23])[CH2:9]2)=[O:5])[CH3:2]. The catalyst class is: 156. (7) The catalyst class is: 6. Product: [NH:1]([C:57]([O:59][CH2:60][CH:61]1[C:62]2[C:67](=[CH:66][CH:65]=[CH:64][CH:63]=2)[C:68]2[C:73]1=[CH:72][CH:71]=[CH:70][CH:69]=2)=[O:58])[C@@H:2]([C:15]([NH:17][C@@H:18]([C:31]([NH:33][C@H:34]([C:39]([NH:41][C@H:42]([C:47]([OH:49])=[O:48])[CH2:43][CH:44]([CH3:46])[CH3:45])=[O:40])[CH2:35][CH:36]([CH3:38])[CH3:37])=[O:32])[CH2:19][CH2:20][CH2:21][CH2:22][NH2:23])=[O:16])[CH2:3][CH2:4][CH2:5][CH2:6][NH2:7]. Reactant: [NH:1]([C:57]([O:59][CH2:60][CH:61]1[C:73]2[C:68](=[CH:69][CH:70]=[CH:71][CH:72]=2)[C:67]2[C:62]1=[CH:63][CH:64]=[CH:65][CH:66]=2)=[O:58])[C@@H:2]([C:15]([NH:17][C@@H:18]([C:31]([NH:33][C@H:34]([C:39]([NH:41][C@H:42]([C:47]([O:49]CC1C=CC=CC=1)=[O:48])[CH2:43][CH:44]([CH3:46])[CH3:45])=[O:40])[CH2:35][CH:36]([CH3:38])[CH3:37])=[O:32])[CH2:19][CH2:20][CH2:21][CH2:22][NH:23]C(OC(C)(C)C)=O)=[O:16])[CH2:3][CH2:4][CH2:5][CH2:6][NH:7]C(OC(C)(C)C)=O.FC(F)(F)C(O)=O.C([SiH](C(C)C)C(C)C)(C)C. (8) Reactant: [CH3:1][O:2][C:3]1[CH:45]=[CH:44][C:6]([CH2:7][N:8]([CH2:35][C:36]2[CH:41]=[CH:40][C:39]([O:42][CH3:43])=[CH:38][CH:37]=2)[C:9]2[CH:14]=[C:13](/[C:15](=[CH:21]/[C:22]3[N:23]=[CH:24][N:25]4[C:34]5[C:29](=[CH:30][CH:31]=[CH:32][CH:33]=5)[CH2:28][CH2:27][C:26]=34)/[C:16]([O:18][CH2:19][CH3:20])=[O:17])[CH:12]=[CH:11][N:10]=2)=[CH:5][CH:4]=1. Product: [CH3:1][O:2][C:3]1[CH:4]=[CH:5][C:6]([CH2:7][N:8]([CH2:35][C:36]2[CH:37]=[CH:38][C:39]([O:42][CH3:43])=[CH:40][CH:41]=2)[C:9]2[CH:14]=[C:13]([CH:15]([CH2:21][C:22]3[N:23]=[CH:24][N:25]4[C:34]5[C:29](=[CH:30][CH:31]=[CH:32][CH:33]=5)[CH2:28][CH2:27][C:26]=34)[C:16]([O:18][CH2:19][CH3:20])=[O:17])[CH:12]=[CH:11][N:10]=2)=[CH:44][CH:45]=1. The catalyst class is: 29.